This data is from Forward reaction prediction with 1.9M reactions from USPTO patents (1976-2016). The task is: Predict the product of the given reaction. (1) Given the reactants [Cl:1][C:2]1[CH:7]=[C:6]([C:8]([F:11])([F:10])[F:9])[CH:5]=[CH:4][C:3]=1[C:12]1[CH:17]=[CH:16][N:15]=[C:14](OS(C(F)(F)F)(=O)=O)[C:13]=1[N+:26]([O-:28])=[O:27].Cl.[CH3:30][O:31][CH2:32][CH:33]([NH2:35])[CH3:34], predict the reaction product. The product is: [Cl:1][C:2]1[CH:7]=[C:6]([C:8]([F:11])([F:9])[F:10])[CH:5]=[CH:4][C:3]=1[C:12]1[CH:17]=[CH:16][N:15]=[C:14]([NH:35][CH:33]([CH3:34])[CH2:32][O:31][CH3:30])[C:13]=1[N+:26]([O-:28])=[O:27]. (2) Given the reactants [CH3:1][C:2]1[CH:3]=[C:4]([C:19]2[CH:24]=[CH:23][CH:22]=[C:21]([C:25]([OH:27])=O)[CH:20]=2)[CH:5]=[C:6]([NH:8][C:9]2[N:14]=[C:13]([C:15]([F:18])([F:17])[F:16])[CH:12]=[CH:11][N:10]=2)[CH:7]=1.[CH3:28][S:29]([NH2:32])(=[O:31])=[O:30].C(Cl)CCl.C(N(CC)CC)C, predict the reaction product. The product is: [CH3:1][C:2]1[CH:3]=[C:4]([C:19]2[CH:24]=[CH:23][CH:22]=[C:21]([C:25]([NH:32][S:29]([CH3:28])(=[O:31])=[O:30])=[O:27])[CH:20]=2)[CH:5]=[C:6]([NH:8][C:9]2[N:14]=[C:13]([C:15]([F:16])([F:17])[F:18])[CH:12]=[CH:11][N:10]=2)[CH:7]=1. (3) Given the reactants [CH:1]1([NH:4][CH2:5][C:6]([NH:8][CH2:9][C:10]2[CH:11]=[C:12]([C:16]3[CH:21]=[CH:20][C:19]([C:22]([F:25])([F:24])[F:23])=[CH:18][CH:17]=3)[CH:13]=[CH:14][CH:15]=2)=[O:7])[CH2:3][CH2:2]1.C(N(CC)C(C)C)(C)C.[F:35][C:36]1[CH:41]=[CH:40][C:39]([S:42](Cl)(=[O:44])=[O:43])=[CH:38][CH:37]=1.C(OCC)(=O)C, predict the reaction product. The product is: [CH:1]1([N:4]([S:42]([C:39]2[CH:40]=[CH:41][C:36]([F:35])=[CH:37][CH:38]=2)(=[O:44])=[O:43])[CH2:5][C:6]([NH:8][CH2:9][C:10]2[CH:11]=[C:12]([C:16]3[CH:17]=[CH:18][C:19]([C:22]([F:23])([F:24])[F:25])=[CH:20][CH:21]=3)[CH:13]=[CH:14][CH:15]=2)=[O:7])[CH2:2][CH2:3]1.